This data is from Reaction yield outcomes from USPTO patents with 853,638 reactions. The task is: Predict the reaction yield, written as a fraction of the theoretical maximum amount of product (1.0 means a 100% yield; for example, 0.34 means a 34% yield). (1) The reactants are [C:1]1([C:7]2[C:11]([C:12]([F:15])([F:14])[F:13])=[C:10]([C:16]([O:18]C)=[O:17])[S:9][N:8]=2)[CH:6]=[CH:5][CH:4]=[CH:3][CH:2]=1.[Li+].[OH-].Cl. The catalyst is C1COCC1. The product is [C:1]1([C:7]2[C:11]([C:12]([F:13])([F:14])[F:15])=[C:10]([C:16]([OH:18])=[O:17])[S:9][N:8]=2)[CH:2]=[CH:3][CH:4]=[CH:5][CH:6]=1. The yield is 0.880. (2) The reactants are [Si](O[CH2:9][C@H:10]([CH2:26][CH2:27][O:28]S(C)(=O)=O)[CH2:11][C@H:12]1[CH2:16][O:15][C:14]([CH3:18])([CH3:17])[N:13]1[C:19]([O:21][C:22]([CH3:25])([CH3:24])[CH3:23])=[O:20])(C(C)(C)C)(C)C.CCN(CC)CC.C(O)=O. The catalyst is C1COCC1.CC(=O)OCC. The product is [CH3:18][C:14]1([CH3:17])[N:13]([C:19]([O:21][C:22]([CH3:23])([CH3:24])[CH3:25])=[O:20])[C@@H:12]([CH2:11][C@H:10]2[CH2:26][CH2:27][O:28][CH2:9]2)[CH2:16][O:15]1. The yield is 0.670. (3) The reactants are [Br:1][C:2]1[C:3]([CH3:10])=[C:4]([NH2:9])[C:5]([NH2:8])=[CH:6][CH:7]=1.[F:11][C:12]1[CH:20]=[CH:19][C:15]([C:16](Cl)=O)=[CH:14][CH:13]=1.Cl. The product is [Br:1][C:2]1[CH:7]=[CH:6][C:5]2[N:8]=[C:16]([C:15]3[CH:19]=[CH:20][C:12]([F:11])=[CH:13][CH:14]=3)[NH:9][C:4]=2[C:3]=1[CH3:10]. The catalyst is C(Cl)Cl. The yield is 0.950. (4) The reactants are [C:1]([C:4]1[C:23](=[O:24])[C@@:8]2([CH3:25])[C:9]3[C:15]([OH:16])=[CH:14][C:13]([O:17][CH2:18][CH3:19])=[C:12]([C:20]([NH2:22])=[O:21])[C:10]=3[O:11][C:7]2=[CH:6][C:5]=1[OH:26])(=[O:3])[CH3:2].[CH3:27][C:28]1[CH:37]=[CH:36][C:35]2[C:30](=[CH:31][CH:32]=[CH:33][CH:34]=2)[C:29]=1[CH:38]=O.C([SiH](CC)CC)C.FC(F)(F)C(O)=O. The catalyst is C(#N)C. The product is [C:1]([C:4]1[C:23](=[O:24])[C@@:8]2([CH3:25])[C:9]3[C:15]([OH:16])=[CH:14][C:13]([O:17][CH2:18][CH3:19])=[C:12]([C:20]([NH:22][CH2:38][C:29]4[C:30]5[C:35](=[CH:34][CH:33]=[CH:32][CH:31]=5)[CH:36]=[CH:37][C:28]=4[CH3:27])=[O:21])[C:10]=3[O:11][C:7]2=[CH:6][C:5]=1[OH:26])(=[O:3])[CH3:2]. The yield is 0.610. (5) The reactants are [O:1]=[C:2]1[NH:7][C:6](=[S:8])[N:5]([CH2:9][C:10]2[CH:17]=[CH:16][CH:15]=[CH:14][C:11]=2[CH:12]=O)[C:4]2[CH:18]=[CH:19][NH:20][C:3]1=2.CCN(C(C)C)C(C)C.[CH:30]1([CH2:34][NH2:35])[CH2:33][CH2:32][CH2:31]1.[BH4-].[Na+]. The product is [CH:30]1([CH2:34][NH:35][CH2:12][C:11]2[CH:14]=[CH:15][CH:16]=[CH:17][C:10]=2[CH2:9][N:5]2[C:4]3[CH:18]=[CH:19][NH:20][C:3]=3[C:2](=[O:1])[NH:7][C:6]2=[S:8])[CH2:33][CH2:32][CH2:31]1. The yield is 0.380. The catalyst is CN1C(=O)CCC1. (6) The reactants are F[C:2]1[CH:10]=[CH:9][C:8]([C:11]2[NH:15][C:14]([C:16]3[CH:21]=[CH:20][CH:19]=[CH:18][CH:17]=3)=[N:13][C:12]=2[C:22]2[CH:27]=[CH:26][N:25]=[CH:24][CH:23]=2)=[CH:7][C:3]=1[C:4]([OH:6])=[O:5].Cl.[NH:29]1[CH2:33][CH2:32][CH2:31][CH2:30]1. The catalyst is O. The product is [N:29]1([C:2]2[CH:10]=[CH:9][C:8]([C:11]3[NH:15][C:14]([C:16]4[CH:21]=[CH:20][CH:19]=[CH:18][CH:17]=4)=[N:13][C:12]=3[C:22]3[CH:27]=[CH:26][N:25]=[CH:24][CH:23]=3)=[CH:7][C:3]=2[C:4]([OH:6])=[O:5])[CH2:33][CH2:32][CH2:31][CH2:30]1. The yield is 0.230. (7) The reactants are [C:1]([S:5][CH2:6][O:7][CH3:8])([CH3:4])([CH3:3])[CH3:2].S([O-])(O[O-])(=O)=[O:10].[K+].[K+].[OH2:17]. The catalyst is CO. The product is [C:1]([S:5]([CH2:6][O:7][CH3:8])(=[O:10])=[O:17])([CH3:4])([CH3:3])[CH3:2]. The yield is 0.920. (8) The reactants are Cl.[Cl:2][C:3]1[CH:4]=[C:5]([C:10]2([C:23]([F:26])([F:25])[F:24])[O:14][N:13]=[C:12]([C:15]3[CH:16]=[C:17]([CH:20]=[CH:21][CH:22]=3)[CH2:18][NH2:19])[CH2:11]2)[CH:6]=[C:7]([Cl:9])[CH:8]=1.C(N(CC)CC)C.[C:34](Cl)(=[O:38])[CH2:35][CH2:36][CH3:37]. The catalyst is C(Cl)Cl. The product is [Cl:2][C:3]1[CH:4]=[C:5]([C:10]2([C:23]([F:24])([F:26])[F:25])[O:14][N:13]=[C:12]([C:15]3[CH:16]=[C:17]([CH:20]=[CH:21][CH:22]=3)[CH2:18][NH:19][C:34](=[O:38])[CH2:35][CH2:36][CH3:37])[CH2:11]2)[CH:6]=[C:7]([Cl:9])[CH:8]=1. The yield is 0.150.